Dataset: TCR-epitope binding with 47,182 pairs between 192 epitopes and 23,139 TCRs. Task: Binary Classification. Given a T-cell receptor sequence (or CDR3 region) and an epitope sequence, predict whether binding occurs between them. (1) The epitope is RTLNAWVKV. The TCR CDR3 sequence is CASSFFRQGRTNTGELFF. Result: 0 (the TCR does not bind to the epitope). (2) The epitope is SFHSLHLLF. The TCR CDR3 sequence is CASRAGLAGATQQFF. Result: 0 (the TCR does not bind to the epitope). (3) The epitope is RAKFKQLL. The TCR CDR3 sequence is CASRDPGLAGEGHGELFF. Result: 1 (the TCR binds to the epitope). (4) The epitope is NLWNTFTRL. The TCR CDR3 sequence is CASSQDRQGAFTGELFF. Result: 0 (the TCR does not bind to the epitope). (5) The epitope is FVDGVPFVV. The TCR CDR3 sequence is CASSYGAEQYF. Result: 1 (the TCR binds to the epitope). (6) The TCR CDR3 sequence is CASSEAPWDRALSGGYTF. The epitope is TLDSKTQSL. Result: 1 (the TCR binds to the epitope). (7) The epitope is LPPAYTNSF. The TCR CDR3 sequence is CASSQDGDQGDYEQYF. Result: 1 (the TCR binds to the epitope). (8) The epitope is SLYNTVATL. The TCR CDR3 sequence is CARSFDSEAFF. Result: 1 (the TCR binds to the epitope). (9) Result: 0 (the TCR does not bind to the epitope). The TCR CDR3 sequence is CASSYSKGNEQFF. The epitope is TLVPQEHYV. (10) The epitope is PROT_97E67BCC. The TCR CDR3 sequence is CASSDTFGQGPYNEQFF. Result: 0 (the TCR does not bind to the epitope).